Task: Predict the reaction yield, written as a fraction of the theoretical maximum amount of product (1.0 means a 100% yield; for example, 0.34 means a 34% yield).. Dataset: Reaction yield outcomes from USPTO patents with 853,638 reactions (1) The reactants are C([O:8][C:9]1[C:41]([O:42][CH3:43])=[CH:40][C:12]2[C:13](=[O:39])[N:14]3[CH2:38][CH2:37][CH2:36][C@H:15]3[C@H:16]([O:25][CH:26]3[C:31]([OH:32])=[C:30]([OH:33])[C:29]([OH:34])=[C:28]([OH:35])[O:27]3)[N:17]([C:18]([O:20][C:21]([CH3:24])([CH3:23])[CH3:22])=[O:19])[C:11]=2[CH:10]=1)C1C=CC=CC=1.OCC1(OC[C@@H](O)[C@@H](O)[C@H]1O)O. The catalyst is [Pd].CCOC(C)=O.CCCCCC. The product is [OH:8][C:9]1[C:41]([O:42][CH3:43])=[CH:40][C:12]2[C:13](=[O:39])[N:14]3[CH2:38][CH2:37][CH2:36][C@H:15]3[C@H:16]([O:25][CH:26]3[C:31]([OH:32])=[C:30]([OH:33])[C:29]([OH:34])=[C:28]([OH:35])[O:27]3)[N:17]([C:18]([O:20][C:21]([CH3:24])([CH3:23])[CH3:22])=[O:19])[C:11]=2[CH:10]=1. The yield is 0.900. (2) The reactants are Cl.Cl.Cl.[CH3:4][C:5]1[C:9]([C:10]2[C:19]3[O:18][CH2:17][C@H:16]([C:20]4[CH:25]=[CH:24][CH:23]=[CH:22][N:21]=4)[N:15]4[C:26]([N:28]5[CH2:32][CH2:31][C@@H:30]([NH2:33])[CH2:29]5)=[N:27][C:13]([C:14]=34)=[CH:12][CH:11]=2)=[C:8]([CH3:34])[O:7][N:6]=1.C(N(CC)CC)C.Cl[C:43]([O:45][CH3:46])=[O:44]. The catalyst is C(Cl)Cl. The product is [CH3:4][C:5]1[C:9]([C:10]2[C:19]3[O:18][CH2:17][C@H:16]([C:20]4[CH:25]=[CH:24][CH:23]=[CH:22][N:21]=4)[N:15]4[C:26]([N:28]5[CH2:32][CH2:31][C@@H:30]([NH:33][C:43](=[O:44])[O:45][CH3:46])[CH2:29]5)=[N:27][C:13]([C:14]=34)=[CH:12][CH:11]=2)=[C:8]([CH3:34])[O:7][N:6]=1. The yield is 0.750. (3) The reactants are C[O:2][C:3]1[CH:11]=[C:10]2[C:6]([CH2:7][N:8]([CH2:28][C:29]3[C:34]([CH3:35])=[CH:33][C:32]([CH3:36])=[CH:31][C:30]=3[CH3:37])[C:9]2([CH3:27])[C:12]([NH:14][S:15]([C:18]2[CH:23]=[CH:22][CH:21]=[C:20]([N+:24]([O-:26])=[O:25])[N:19]=2)(=[O:17])=[O:16])=[O:13])=[CH:5][CH:4]=1.BrB(Br)Br. The catalyst is ClCCl. The product is [OH:2][C:3]1[CH:11]=[C:10]2[C:6]([CH2:7][N:8]([CH2:28][C:29]3[C:34]([CH3:35])=[CH:33][C:32]([CH3:36])=[CH:31][C:30]=3[CH3:37])[C:9]2([CH3:27])[C:12]([NH:14][S:15]([C:18]2[CH:23]=[CH:22][CH:21]=[C:20]([N+:24]([O-:26])=[O:25])[N:19]=2)(=[O:17])=[O:16])=[O:13])=[CH:5][CH:4]=1. The yield is 0.280. (4) The reactants are [C:1]([O:4][C@H:5]1[C@H:10]([O:11][C:12](=[O:14])[CH3:13])[C@@H:9]([O:15][C:16](=[O:18])[CH3:17])[C@H:8]([C:19]2[CH:28]=[C:27]([CH2:29][C:30]3[CH:35]=[CH:34][CH:33]=[CH:32][CH:31]=3)[C:26]([Cl:36])=[C:25]3[C:20]=2[CH2:21][CH2:22][CH2:23][O:24]3)[O:7][C@@H:6]1[CH2:37][O:38][C:39](=[O:41])[CH3:40])(=[O:3])[CH3:2].[Al+3].[Cl-].[Cl-].[Cl-].[C:46](Cl)(=[O:48])[CH3:47].Cl. The catalyst is C(Cl)Cl. The product is [C:1]([O:4][C@H:5]1[C@H:10]([O:11][C:12](=[O:14])[CH3:13])[C@@H:9]([O:15][C:16](=[O:18])[CH3:17])[C@H:8]([C:19]2[CH:28]=[C:27]([CH2:29][C:30]3[CH:35]=[CH:34][C:33]([C:46](=[O:48])[CH3:47])=[CH:32][CH:31]=3)[C:26]([Cl:36])=[C:25]3[C:20]=2[CH2:21][CH2:22][CH2:23][O:24]3)[O:7][C@@H:6]1[CH2:37][O:38][C:39](=[O:41])[CH3:40])(=[O:3])[CH3:2]. The yield is 1.00. (5) The reactants are [OH:1]O.[CH2:3]([C:5]1[CH:10]=[CH:9][CH:8]=[CH:7][N:6]=1)[CH3:4].O. The catalyst is C(O)(=O)C. The product is [CH2:3]([C:5]1[CH:10]=[CH:9][CH:8]=[CH:7][N+:6]=1[O-:1])[CH3:4]. The yield is 0.830. (6) The reactants are [C:1]([O:5][C:6](=[O:25])[NH:7][C@H:8]([C:11]1[CH:16]=[CH:15][C:14]([O:17]CC2C=CC=CC=2)=[CH:13][CH:12]=1)[CH2:9][OH:10])([CH3:4])([CH3:3])[CH3:2]. The catalyst is C(O)C.ClCCl.[Pd]. The product is [C:1]([O:5][C:6](=[O:25])[NH:7][C@H:8]([C:11]1[CH:16]=[CH:15][C:14]([OH:17])=[CH:13][CH:12]=1)[CH2:9][OH:10])([CH3:4])([CH3:2])[CH3:3]. The yield is 0.910.